From a dataset of Catalyst prediction with 721,799 reactions and 888 catalyst types from USPTO. Predict which catalyst facilitates the given reaction. (1) The catalyst class is: 1. Reactant: [C:1](#[N:5])[CH:2]([CH3:4])[CH3:3].[Li+].CC([N-]C(C)C)C.C1CCCCC1.[C:20]1([S:26][S:26][C:20]2[CH:25]=[CH:24][CH:23]=[CH:22][CH:21]=2)[CH:25]=[CH:24][CH:23]=[CH:22][CH:21]=1. Product: [CH3:3][C:2]([S:26][C:20]1[CH:25]=[CH:24][CH:23]=[CH:22][CH:21]=1)([CH3:4])[C:1]#[N:5]. (2) Reactant: [F:1][C:2]([F:15])([F:14])[C:3]1[CH:4]=[C:5]([CH2:9][CH2:10][C:11](O)=[O:12])[CH:6]=[CH:7][CH:8]=1.CSC.B.Cl. Product: [F:1][C:2]([F:14])([F:15])[C:3]1[CH:4]=[C:5]([CH2:9][CH2:10][CH2:11][OH:12])[CH:6]=[CH:7][CH:8]=1. The catalyst class is: 7. (3) Reactant: [CH3:1][O:2][C:3]1[CH:4]=[C:5]2[C:10](=[CH:11][C:12]=1[O:13][CH3:14])[N:9]=[CH:8][CH:7]=[C:6]2[O:15][C:16]1[CH:21]=[CH:20][C:19]([NH:22][C:23](=O)[CH2:24][CH2:25][O:26][C:27]2[CH:32]=[CH:31][CH:30]=[CH:29][C:28]=2[CH3:33])=[CH:18][CH:17]=1.Cl.[Na]. Product: [CH3:1][O:2][C:3]1[CH:4]=[C:5]2[C:10](=[CH:11][C:12]=1[O:13][CH3:14])[N:9]=[CH:8][CH:7]=[C:6]2[O:15][C:16]1[CH:17]=[CH:18][C:19]([NH:22][CH2:23][CH2:24][CH2:25][O:26][C:27]2[CH:32]=[CH:31][CH:30]=[CH:29][C:28]=2[CH3:33])=[CH:20][CH:21]=1. The catalyst class is: 7. (4) Reactant: [OH:1][C:2]1[CH:7]=[CH:6][CH:5]=[CH:4][C:3]=1[CH2:8][C:9]#[N:10].Br[CH2:12][C:13]([O:15][C:16]([CH3:19])([CH3:18])[CH3:17])=[O:14].CN(C=O)C.C(=O)([O-])[O-].[K+].[K+]. Product: [C:16]([O:15][C:13](=[O:14])[CH2:12][O:1][C:2]1[CH:7]=[CH:6][CH:5]=[CH:4][C:3]=1[CH2:8][C:9]#[N:10])([CH3:19])([CH3:18])[CH3:17]. The catalyst class is: 6.